Dataset: Peptide-MHC class I binding affinity with 185,985 pairs from IEDB/IMGT. Task: Regression. Given a peptide amino acid sequence and an MHC pseudo amino acid sequence, predict their binding affinity value. This is MHC class I binding data. (1) The peptide sequence is TLSPAHLINK. The MHC is HLA-A33:01 with pseudo-sequence HLA-A33:01. The binding affinity (normalized) is 0.137. (2) The peptide sequence is LMYALEPRK. The MHC is HLA-A33:01 with pseudo-sequence HLA-A33:01. The binding affinity (normalized) is 0.0607. (3) The peptide sequence is WTDLYTSMS. The MHC is HLA-A69:01 with pseudo-sequence HLA-A69:01. The binding affinity (normalized) is 0.0847. (4) The peptide sequence is FVAAFDHFY. The MHC is HLA-B15:17 with pseudo-sequence HLA-B15:17. The binding affinity (normalized) is 0.600. (5) The peptide sequence is KLYIALCKV. The MHC is HLA-A68:02 with pseudo-sequence HLA-A68:02. The binding affinity (normalized) is 0.102. (6) The binding affinity (normalized) is 0.213. The peptide sequence is HVLSLVFGK. The MHC is HLA-B07:02 with pseudo-sequence HLA-B07:02. (7) The peptide sequence is DTPLIPLTIF. The MHC is HLA-A33:01 with pseudo-sequence HLA-A33:01. The binding affinity (normalized) is 0.